Dataset: Full USPTO retrosynthesis dataset with 1.9M reactions from patents (1976-2016). Task: Predict the reactants needed to synthesize the given product. (1) Given the product [Cl:1][C:2]1[N:3]=[C:4]([N:11]2[CH2:16][CH2:15][O:14][CH2:13][CH2:12]2)[C:5]2[S:10][C:9]([C:24](=[O:26])[CH3:25])=[CH:8][C:6]=2[N:7]=1, predict the reactants needed to synthesize it. The reactants are: [Cl:1][C:2]1[N:3]=[C:4]([N:11]2[CH2:16][CH2:15][O:14][CH2:13][CH2:12]2)[C:5]2[S:10][CH:9]=[CH:8][C:6]=2[N:7]=1.C([Li])CCC.CN(C)[C:24](=[O:26])[CH3:25].Cl. (2) The reactants are: [Cl:1][C:2]1[CH:7]=[CH:6][C:5]([CH2:8][C:9](Cl)=[O:10])=[CH:4][CH:3]=1.[C:12]([N:14]=[C:15]([N:24]1[CH2:29][CH2:28][NH:27][CH:26]([C:30]2[CH:35]=[CH:34][CH:33]=[CH:32][CH:31]=2)[CH2:25]1)[NH:16][C:17]1[CH:22]=[CH:21][CH:20]=[CH:19][C:18]=1[CH3:23])#[N:13].N1C=CC=CC=1.O. Given the product [Cl:1][C:2]1[CH:7]=[CH:6][C:5]([CH2:8][C:9]([N:27]2[CH2:28][CH2:29][N:24]([C:15](=[N:14][C:12]#[N:13])[NH:16][C:17]3[CH:22]=[CH:21][CH:20]=[CH:19][C:18]=3[CH3:23])[CH2:25][CH:26]2[C:30]2[CH:35]=[CH:34][CH:33]=[CH:32][CH:31]=2)=[O:10])=[CH:4][CH:3]=1, predict the reactants needed to synthesize it. (3) Given the product [Cl:27][C:24]1[CH:23]=[CH:22][C:21]([C:11]2[CH:10]=[N:9][NH:8][C:13](=[O:14])[C:12]=2[C:15]2[CH:16]=[CH:17][N:18]=[CH:19][CH:20]=2)=[CH:26][CH:25]=1, predict the reactants needed to synthesize it. The reactants are: C([N:8]1[C:13](=[O:14])[C:12]([C:15]2[CH:20]=[CH:19][N:18]=[CH:17][CH:16]=2)=[C:11]([C:21]2[CH:26]=[CH:25][C:24]([Cl:27])=[CH:23][CH:22]=2)[CH:10]=[N:9]1)C1C=CC=CC=1.[Al+3].[Cl-].[Cl-].[Cl-]. (4) Given the product [CH3:3][N:16]1[N:17]=[N:18][C:14]([C:11]2[CH:10]=[CH:9][C:8]([N+:5]([O-:7])=[O:6])=[CH:13][CH:12]=2)=[N:15]1.[CH3:3][N:15]1[C:14]([C:11]2[CH:10]=[CH:9][C:8]([N+:5]([O-:7])=[O:6])=[CH:13][CH:12]=2)=[N:18][N:17]=[N:16]1, predict the reactants needed to synthesize it. The reactants are: [H-].[Na+].[CH3:3]I.[N+:5]([C:8]1[CH:13]=[CH:12][C:11]([C:14]2[NH:18][N:17]=[N:16][N:15]=2)=[CH:10][CH:9]=1)([O-:7])=[O:6].